Dataset: Peptide-MHC class II binding affinity with 134,281 pairs from IEDB. Task: Regression. Given a peptide amino acid sequence and an MHC pseudo amino acid sequence, predict their binding affinity value. This is MHC class II binding data. (1) The peptide sequence is NIRQAGVQYSR. The MHC is DRB5_0101 with pseudo-sequence DRB5_0101. The binding affinity (normalized) is 0.326. (2) The peptide sequence is EKYGHLCKHHNGVVV. The MHC is DRB1_0101 with pseudo-sequence DRB1_0101. The binding affinity (normalized) is 0.501. (3) The peptide sequence is LMTGGVTLVRKNRWL. The MHC is HLA-DQA10201-DQB10303 with pseudo-sequence HLA-DQA10201-DQB10303. The binding affinity (normalized) is 0.437.